Task: Predict the reaction yield, written as a fraction of the theoretical maximum amount of product (1.0 means a 100% yield; for example, 0.34 means a 34% yield).. Dataset: Reaction yield outcomes from USPTO patents with 853,638 reactions The reactants are [F:1][C:2]1[CH:16]=[CH:15][C:5]([C:6]([CH:8]2[CH2:13][CH2:12][CH2:11][CH2:10][C:9]2=O)=[O:7])=[CH:4][CH:3]=1.[CH3:17][O:18][C:19](=[O:30])[C@H:20]([CH2:22][C:23]1[CH:28]=[CH:27][C:26]([OH:29])=[CH:25][CH:24]=1)[NH2:21].O.CO. The catalyst is C1(OC)C=CC=CC=1.[Pd]. The product is [CH3:17][O:18][C:19](=[O:30])[CH:20]([NH:21][C:9]1[CH:10]=[CH:11][CH:12]=[CH:13][C:8]=1[C:6](=[O:7])[C:5]1[CH:15]=[CH:16][C:2]([F:1])=[CH:3][CH:4]=1)[CH2:22][C:23]1[CH:28]=[CH:27][C:26]([OH:29])=[CH:25][CH:24]=1. The yield is 0.481.